Dataset: Catalyst prediction with 721,799 reactions and 888 catalyst types from USPTO. Task: Predict which catalyst facilitates the given reaction. Reactant: CCCC[N+](CCCC)(CCCC)CCCC.[F-].[Si]([O:26][CH:27]1[CH2:30][CH:29]([C:31]#[C:32][C:33]2[O:37][N:36]=[C:35]([CH2:38][CH2:39][C@@:40]([CH3:55])([S:51]([CH3:54])(=[O:53])=[O:52])[C:41]([O:43][CH2:44][C:45]3[CH:50]=[CH:49][CH:48]=[CH:47][CH:46]=3)=[O:42])[CH:34]=2)[CH2:28]1)(C(C)(C)C)(C)C. Product: [OH:26][CH:27]1[CH2:30][CH:29]([C:31]#[C:32][C:33]2[O:37][N:36]=[C:35]([CH2:38][CH2:39][C@@:40]([CH3:55])([S:51]([CH3:54])(=[O:52])=[O:53])[C:41]([O:43][CH2:44][C:45]3[CH:46]=[CH:47][CH:48]=[CH:49][CH:50]=3)=[O:42])[CH:34]=2)[CH2:28]1. The catalyst class is: 1.